From a dataset of Full USPTO retrosynthesis dataset with 1.9M reactions from patents (1976-2016). Predict the reactants needed to synthesize the given product. Given the product [CH3:29][O:30][C:31](=[O:60])[N:32]([C:42]1[CH:47]=[C:46]([N:48]2[CH2:49][CH2:50][N:51]([CH:54]3[CH2:57][O:56][CH2:55]3)[CH2:52][CH2:53]2)[C:45]([F:58])=[C:44]([NH:59][C:7]2[N:6]=[C:5]([N:4]([CH:1]3[CH2:3][CH2:2]3)[CH2:20][C:21]3[CH:26]=[CH:25][C:24]([O:27][CH3:28])=[CH:23][CH:22]=3)[C:10]3=[N:11][CH:12]=[C:13]([C:14]#[N:15])[N:9]3[N:8]=2)[CH:43]=1)[CH2:33][C:34]1[CH:39]=[CH:38][C:37]([O:40][CH3:41])=[CH:36][CH:35]=1, predict the reactants needed to synthesize it. The reactants are: [CH:1]1([N:4]([CH2:20][C:21]2[CH:26]=[CH:25][C:24]([O:27][CH3:28])=[CH:23][CH:22]=2)[C:5]2[C:10]3=[N:11][CH:12]=[C:13]([C:14]#[N:15])[N:9]3[N:8]=[C:7](S(C)(=O)=O)[N:6]=2)[CH2:3][CH2:2]1.[CH3:29][O:30][C:31](=[O:60])[N:32]([C:42]1[CH:47]=[C:46]([N:48]2[CH2:53][CH2:52][N:51]([CH:54]3[CH2:57][O:56][CH2:55]3)[CH2:50][CH2:49]2)[C:45]([F:58])=[C:44]([NH2:59])[CH:43]=1)[CH2:33][C:34]1[CH:39]=[CH:38][C:37]([O:40][CH3:41])=[CH:36][CH:35]=1.C([O-])([O-])=O.[Cs+].[Cs+].